From a dataset of Peptide-MHC class II binding affinity with 134,281 pairs from IEDB. Regression. Given a peptide amino acid sequence and an MHC pseudo amino acid sequence, predict their binding affinity value. This is MHC class II binding data. (1) The peptide sequence is NAAYNAADHAAPEDK. The MHC is DRB1_0405 with pseudo-sequence DRB1_0405. The binding affinity (normalized) is 0.435. (2) The peptide sequence is AFKVAATAALAAPAN. The MHC is DRB1_0701 with pseudo-sequence DRB1_0701. The binding affinity (normalized) is 0.822. (3) The peptide sequence is GTLHDKKSMGDDHFW. The MHC is HLA-DQA10201-DQB10202 with pseudo-sequence HLA-DQA10201-DQB10202. The binding affinity (normalized) is 0.0715. (4) The peptide sequence is PVGDIYKRWIILGLNKIV. The MHC is HLA-DQA10401-DQB10402 with pseudo-sequence HLA-DQA10401-DQB10402. The binding affinity (normalized) is 0.113. (5) The peptide sequence is QSAVVCGRRHSVRIR. The MHC is HLA-DQA10104-DQB10503 with pseudo-sequence HLA-DQA10104-DQB10503. The binding affinity (normalized) is 0.0244.